This data is from Reaction yield outcomes from USPTO patents with 853,638 reactions. The task is: Predict the reaction yield, written as a fraction of the theoretical maximum amount of product (1.0 means a 100% yield; for example, 0.34 means a 34% yield). (1) The reactants are [CH:1]([C:4]1[CH:9]=[CH:8][C:7]([CH:10]2[C:14]3[C:15]([CH3:20])=[CH:16][C:17]([CH3:19])=[CH:18][C:13]=3[O:12][C:11]2=[O:21])=[CH:6][CH:5]=1)([CH3:3])[CH3:2]. The catalyst is C(OCC)(=O)C.CCCCCC. The product is [OH:21][CH2:11][CH:10]([C:14]1[C:15]([CH3:20])=[CH:16][C:17]([CH3:19])=[CH:18][C:13]=1[OH:12])[C:7]1[CH:6]=[CH:5][C:4]([CH:1]([CH3:3])[CH3:2])=[CH:9][CH:8]=1. The yield is 0.930. (2) The reactants are [C:1](OCC)(=[S:5])[C:2]([NH2:4])=O.BrC[C:11](=O)[C:12](C)([CH3:14])[CH3:13].[Na].[BH4-].[Na+].[CH2:20]([OH:22])[CH3:21]. No catalyst specified. The product is [C:12]([C:2]1[N:4]=[C:21]([CH2:20][OH:22])[S:5][CH:1]=1)([CH3:14])([CH3:13])[CH3:11]. The yield is 0.440. (3) The reactants are [Cl:1][C:2]1[C:3]([O:12][C:13]2[CH:18]=[C:17]([O:19][CH:20]([CH3:22])[CH3:21])[CH:16]=[CH:15][C:14]=2/[CH:23]=[C:24](\[CH3:30])/[C:25]([O:27]CC)=[O:26])=[N:4][CH:5]=[C:6]([C:8]([F:11])([F:10])[F:9])[CH:7]=1.C(O)C.O.[OH-].[Li+].Cl. The catalyst is O.O1CCCC1. The product is [Cl:1][C:2]1[C:3]([O:12][C:13]2[CH:18]=[C:17]([O:19][CH:20]([CH3:21])[CH3:22])[CH:16]=[CH:15][C:14]=2/[CH:23]=[C:24](\[CH3:30])/[C:25]([OH:27])=[O:26])=[N:4][CH:5]=[C:6]([C:8]([F:10])([F:9])[F:11])[CH:7]=1. The yield is 0.710. (4) The yield is 0.240. The catalyst is C(OCC)(=O)C.CCCCCC. The reactants are C(C1C2OC(C)(C)CC=2C(C)=C(NC(=O)CC(C)(C)C)C=1C)=O.CC1C=CC=CC=1[Mg]Br.O[CH:34]([C:56]1[CH:61]=[CH:60][CH:59]=[CH:58][C:57]=1[CH3:62])[C:35]1[C:43]2[O:42][C:41]([CH3:45])([CH3:44])[CH2:40][C:39]=2[C:38]([CH3:46])=[C:37]([NH:47][C:48](=[O:54])[CH2:49][C:50]([CH3:53])([CH3:52])[CH3:51])[C:36]=1[CH3:55]. The product is [CH3:51][C:50]([CH3:53])([CH3:52])[CH2:49][C:48]([NH:47][C:37]1[C:36]([CH3:55])=[C:35]([CH2:34][C:56]2[CH:61]=[CH:60][CH:59]=[CH:58][C:57]=2[CH3:62])[C:43]2[O:42][C:41]([CH3:44])([CH3:45])[CH2:40][C:39]=2[C:38]=1[CH3:46])=[O:54]. (5) The reactants are [O:1]1[C:9]2[C:4](=[N:5][CH:6]=[CH:7][CH:8]=2)[CH:3]=[CH:2]1.[Li+].CC([N-]C(C)C)C.[Br:18][C:19]1[CH:20]=[C:21](I)[C:22](=[O:26])[N:23]([CH3:25])[CH:24]=1. The catalyst is C1COCC1.C(OCC)(=O)C.[Cl-].[Cl-].[Zn+2].COC1C=CC=C(OC)C=1C1C(P(C2CCCCC2)C2CCCCC2)=CC=CC=1.C1C=[C-]C(C2C(N)=CC=CC=2)=CC=1.Cl[Pd+]. The product is [Br:18][C:19]1[CH:20]=[C:21]([C:2]2[O:1][C:9]3[C:4](=[N:5][CH:6]=[CH:7][CH:8]=3)[CH:3]=2)[C:22](=[O:26])[N:23]([CH3:25])[CH:24]=1. The yield is 0.210.